From a dataset of Forward reaction prediction with 1.9M reactions from USPTO patents (1976-2016). Predict the product of the given reaction. (1) Given the reactants C(NC(C)C)(C)C.C([Li])CCC.[F:13][C:14]1[CH:15]=[C:16]2[C:26]3[C:21](=[CH:22][N:23]=[C:24]([O:27][CH3:28])[CH:25]=3)[N:20]([S:29]([C:32]3[CH:37]=[CH:36][C:35]([CH3:38])=[CH:34][CH:33]=3)(=[O:31])=[O:30])[C:17]2=[N:18][CH:19]=1.[I:39]I.[Cl-].[NH4+], predict the reaction product. The product is: [F:13][C:14]1[C:15]([I:39])=[C:16]2[C:26]3[C:21](=[CH:22][N:23]=[C:24]([O:27][CH3:28])[CH:25]=3)[N:20]([S:29]([C:32]3[CH:37]=[CH:36][C:35]([CH3:38])=[CH:34][CH:33]=3)(=[O:31])=[O:30])[C:17]2=[N:18][CH:19]=1. (2) The product is: [CH3:10][C:11]1([CH3:35])[C:20]2[C:15](=[CH:16][CH:17]=[C:18]([C:21]([NH:9][S:6]([CH:3]3[CH2:5][CH2:4]3)(=[O:8])=[O:7])=[O:22])[CH:19]=2)[NH:14][CH:13]([C:24]2[CH:29]=[CH:28][CH:27]=[C:26]([N:30]3[CH2:34][CH2:33][CH2:32][CH2:31]3)[CH:25]=2)[CH2:12]1. Given the reactants [H-].[Na+].[CH:3]1([S:6]([NH2:9])(=[O:8])=[O:7])[CH2:5][CH2:4]1.[CH3:10][C:11]1([CH3:35])[C:20]2[C:15](=[CH:16][CH:17]=[C:18]([C:21](O)=[O:22])[CH:19]=2)[NH:14][CH:13]([C:24]2[CH:29]=[CH:28][CH:27]=[C:26]([N:30]3[CH2:34][CH2:33][CH2:32][CH2:31]3)[CH:25]=2)[CH2:12]1.C(N1C=CN=C1)(N1C=CN=C1)=O, predict the reaction product. (3) Given the reactants [F:1][C:2]([F:35])([F:34])[C:3]1[CH:8]=[CH:7][C:6]([C:9]2[CH:14]=[CH:13][C:12]([C:15]3[C:19]4[CH2:20][C:21]5[S:22][CH:23]=[CH:24][C:25]=5[C:18]=4[N:17](COCC[Si](C)(C)C)[N:16]=3)=[CH:11][CH:10]=2)=[CH:5][CH:4]=1.Cl, predict the reaction product. The product is: [F:35][C:2]([F:1])([F:34])[C:3]1[CH:8]=[CH:7][C:6]([C:9]2[CH:10]=[CH:11][C:12]([C:15]3[C:19]4[CH2:20][C:21]5[S:22][CH:23]=[CH:24][C:25]=5[C:18]=4[NH:17][N:16]=3)=[CH:13][CH:14]=2)=[CH:5][CH:4]=1. (4) Given the reactants Cl[C:2]1[CH:7]=[CH:6][N:5]=[CH:4][CH:3]=1.[CH3:8][NH:9][CH2:10][CH2:11][CH2:12][OH:13], predict the reaction product. The product is: [CH3:8][N:9]([CH2:10][CH2:11][CH2:12][OH:13])[C:2]1[CH:7]=[CH:6][N:5]=[CH:4][CH:3]=1. (5) Given the reactants [N+:1]([O-:4])([O-:3])=[O:2].[Cu+2:5].[N+:6]([O-:9])([O-:8])=[O:7].[N+:10]([O-])(O)=O.NC(N)=N.[N+:18]([C:21]1[C:22]([N+:31]([O-:33])=[O:32])=[C:23]([OH:30])[C:24](=[CH:28][CH:29]=1)[C:25]([OH:27])=[O:26])([O-:20])=[O:19], predict the reaction product. The product is: [N+:1]([O-:4])([O-:3])=[O:2].[Cu+2:5].[N+:6]([O-:9])([O-:8])=[O:7].[N+:18]([C:21]1[C:22]([N+:31]([O-:33])=[O:32])=[C:23]([OH:30])[C:24](=[CH:28][CH:29]=1)[C:25]([OH:27])=[O:26])([O-:20])=[O:19].[NH4+:10]. (6) Given the reactants [N:1]1[C:10]2[CH:9]([NH:11][CH2:12][CH2:13][CH2:14][CH2:15][NH:16]C(=O)OC(C)(C)C)[CH2:8][CH2:7][CH2:6][C:5]=2[CH:4]=[CH:3][CH:2]=1.[Cl:24][C:25]1[CH:26]=[CH:27][C:28]2[N:29]([CH:31]=[C:32]([CH:34]=O)[N:33]=2)[CH:30]=1, predict the reaction product. The product is: [Cl:24][C:25]1[CH:26]=[CH:27][C:28]2[N:29]([CH:31]=[C:32]([CH2:34][N:11]([CH:9]3[C:10]4[N:1]=[CH:2][CH:3]=[CH:4][C:5]=4[CH2:6][CH2:7][CH2:8]3)[CH2:12][CH2:13][CH2:14][CH2:15][NH2:16])[N:33]=2)[CH:30]=1. (7) Given the reactants C(N(CC)C(C)C)(C)C.C([O:13][C:14]1[CH:19]=[CH:18][C:17]([C:20]([OH:29])([C:25]([F:28])([F:27])[F:26])[C:21]([F:24])([F:23])[F:22])=[CH:16][C:15]=1[CH2:30][CH2:31][CH3:32])(=O)C.[CH3:33][O:34][CH2:35]Cl.C(=O)([O-])[O-].[K+].[K+], predict the reaction product. The product is: [F:26][C:25]([F:28])([F:27])[C:20]([C:17]1[CH:18]=[CH:19][C:14]([OH:13])=[C:15]([CH2:30][CH2:31][CH3:32])[CH:16]=1)([O:29][CH2:33][O:34][CH3:35])[C:21]([F:23])([F:24])[F:22]. (8) Given the reactants [NH2:1][C:2]1[C:6]([C:7]#[N:8])=[CH:5][N:4]([C:9]2[CH:14]=[CH:13][CH:12]=[CH:11][CH:10]=2)[N:3]=1.I[C:16]1[CH:28]=[CH:27][C:19]([CH2:20][N:21]2[CH2:26][CH2:25][O:24][CH2:23][CH2:22]2)=[CH:18][CH:17]=1.C([O-])([O-])=O.[K+].[K+].CC(C1C=C(C(C)C)C(C2C=CC=CC=2P(C2CCCCC2)C2CCCCC2)=C(C(C)C)C=1)C.C(O)(CC)(C)C, predict the reaction product. The product is: [N:21]1([CH2:20][C:19]2[CH:18]=[CH:17][C:16]([NH:1][C:2]3[C:6]([C:7]#[N:8])=[CH:5][N:4]([C:9]4[CH:10]=[CH:11][CH:12]=[CH:13][CH:14]=4)[N:3]=3)=[CH:28][CH:27]=2)[CH2:22][CH2:23][O:24][CH2:25][CH2:26]1.